This data is from Forward reaction prediction with 1.9M reactions from USPTO patents (1976-2016). The task is: Predict the product of the given reaction. (1) Given the reactants [CH2:1]([O:3][C:4](=[O:20])[C:5]([CH3:19])([CH3:18])[CH2:6][C:7]1[CH:12]=[CH:11][C:10]([NH2:13])=[CH:9][C:8]=1[C:14]([F:17])([F:16])[F:15])[CH3:2].[Br:21][C:22]1[CH:27]=[CH:26][C:25]([CH2:28][C:29](O)=[O:30])=[C:24]([F:32])[CH:23]=1.CN(C(ON1N=NC2C=CC=NC1=2)=[N+](C)C)C.F[P-](F)(F)(F)(F)F.O, predict the reaction product. The product is: [Br:21][C:22]1[CH:27]=[CH:26][C:25]([CH2:28][C:29]([NH:13][C:10]2[CH:11]=[CH:12][C:7]([CH2:6][C:5]([CH3:19])([CH3:18])[C:4]([O:3][CH2:1][CH3:2])=[O:20])=[C:8]([C:14]([F:15])([F:17])[F:16])[CH:9]=2)=[O:30])=[C:24]([F:32])[CH:23]=1. (2) Given the reactants [Cl:1][C:2]1[CH:31]=[CH:30][C:5]([CH2:6][N:7]([C:22]2[CH:27]=[CH:26][CH:25]=[CH:24][C:23]=2[S:28][CH3:29])N=C(C2C=CC=CC=2)C2C=CC=CC=2)=[CH:4][CH:3]=1.CC[O:34][C:35]([CH2:37][CH:38]1[C:43](=O)[CH2:42][CH2:41][CH2:40][CH2:39]1)=[O:36].C1(C)C=CC(S(O)(=O)=O)=CC=1.CCOCC, predict the reaction product. The product is: [Cl:1][C:2]1[CH:3]=[CH:4][C:5]([CH2:6][N:7]2[C:39]3[CH:38]([CH2:37][C:35]([OH:36])=[O:34])[CH2:43][CH2:42][CH2:41][C:40]=3[C:27]3[C:22]2=[C:23]([S:28][CH3:29])[CH:24]=[CH:25][CH:26]=3)=[CH:30][CH:31]=1. (3) Given the reactants C([O:4][C@@H:5]([C:24]1[NH:29][C:28]2[CH:30]=[C:31]3[O:36][N:35]=[C:34]([N:37]4C(=O)C5C(=CC=CC=5)C4=O)[C:32]3=[CH:33][C:27]=2[S:26](=[O:49])(=[O:48])[N:25]=1)[C@H:6]1[O:11][CH2:10][CH2:9][N:8]([C:12]2[CH:16]=[CH:15][N:14]([C:17]3[CH:22]=[CH:21][N:20]=[CH:19][CH:18]=3)[N:13]=2)[C:7]1=[O:23])(=O)C, predict the reaction product. The product is: [NH2:37][C:34]1[C:32]2=[CH:33][C:27]3[S:26](=[O:49])(=[O:48])[N:25]=[C:24]([C@H:5]([OH:4])[C@H:6]4[O:11][CH2:10][CH2:9][N:8]([C:12]5[CH:16]=[CH:15][N:14]([C:17]6[CH:18]=[CH:19][N:20]=[CH:21][CH:22]=6)[N:13]=5)[C:7]4=[O:23])[NH:29][C:28]=3[CH:30]=[C:31]2[O:36][N:35]=1. (4) Given the reactants C(OC([NH:8][CH2:9][CH2:10][O:11][C:12]1[CH:17]=[CH:16][C:15]([CH2:18][CH:19]([CH2:25][CH2:26][CH3:27])[C:20]([O:22][CH2:23][CH3:24])=[O:21])=[CH:14][CH:13]=1)=O)(C)(C)C.[ClH:28].C(P(=O)(OCC)O[CH2:33][CH3:34])#N.C([N:41]([CH2:44][CH3:45])[CH2:42][CH3:43])C, predict the reaction product. The product is: [ClH:28].[NH2:8][CH2:9][CH2:10][O:11][C:12]1[CH:17]=[CH:16][C:15]([CH2:18][CH:19]([CH2:25][CH2:26][CH3:27])[C:20]([O:22][CH2:23][CH3:24])=[O:21])=[CH:14][CH:13]=1.[N:41]1[CH:42]=[CH:43][CH:34]=[CH:33][C:44]=1[C:45]1[CH:26]=[CH:25][C:19]([C:20]([OH:22])=[O:21])=[CH:18][CH:15]=1.